From a dataset of Full USPTO retrosynthesis dataset with 1.9M reactions from patents (1976-2016). Predict the reactants needed to synthesize the given product. The reactants are: CN(C)[CH2:3][C:4]1[C:12]2[C:7](=[CH:8][N:9]=[CH:10][CH:11]=2)[NH:6][CH:5]=1.[C:14]([NH:17][CH:18]([C:24]([O:26][CH2:27][CH3:28])=[O:25])[C:19]([O:21][CH2:22][CH3:23])=[O:20])(=[O:16])[CH3:15].[OH-].[Na+]. Given the product [CH2:27]([O:26][C:24](=[O:25])[C:18]([NH:17][C:14](=[O:16])[CH3:15])([CH2:3][C:4]1[C:12]2[C:7](=[CH:8][N:9]=[CH:10][CH:11]=2)[NH:6][CH:5]=1)[C:19]([O:21][CH2:22][CH3:23])=[O:20])[CH3:28], predict the reactants needed to synthesize it.